This data is from Buchwald-Hartwig C-N cross coupling reaction yields with 55,370 reactions. The task is: Predict the reaction yield, written as a fraction of the theoretical maximum amount of product (1.0 means a 100% yield; for example, 0.34 means a 34% yield). (1) The reactants are Ic1ccccn1.Cc1ccc(N)cc1.O=S(=O)(O[Pd]1c2ccccc2-c2ccccc2N~1)C(F)(F)F.CC(C)c1cc(C(C)C)c(-c2ccccc2P(C(C)(C)C)C(C)(C)C)c(C(C)C)c1.CN1CCCN2CCCN=C12.CCOC(=O)c1cnoc1C. No catalyst specified. The product is Cc1ccc(Nc2ccccn2)cc1. The yield is 0.709. (2) The reactants are CCc1ccc(Cl)cc1.Cc1ccc(N)cc1.O=S(=O)(O[Pd]1c2ccccc2-c2ccccc2N~1)C(F)(F)F.CC(C)c1cc(C(C)C)c(-c2ccccc2P(C(C)(C)C)C(C)(C)C)c(C(C)C)c1.CN(C)C(=NC(C)(C)C)N(C)C.CCOC(=O)c1cc(OC)no1. No catalyst specified. The product is CCc1ccc(Nc2ccc(C)cc2)cc1. The yield is 0.0136. (3) The reactants are FC(F)(F)c1ccc(Cl)cc1.Cc1ccc(N)cc1.O=S(=O)(O[Pd]1c2ccccc2-c2ccccc2N~1)C(F)(F)F.COc1ccc(OC)c(P(C(C)(C)C)C(C)(C)C)c1-c1c(C(C)C)cc(C(C)C)cc1C(C)C.CN(C)C(=NC(C)(C)C)N(C)C.c1ccc(CN(Cc2ccccc2)c2ccon2)cc1. No catalyst specified. The product is Cc1ccc(Nc2ccc(C(F)(F)F)cc2)cc1. The yield is 0.279. (4) The reactants are Clc1ccccn1.Cc1ccc(N)cc1.O=S(=O)(O[Pd]1c2ccccc2-c2ccccc2N~1)C(F)(F)F.CC(C)c1cc(C(C)C)c(-c2ccccc2P(C2CCCCC2)C2CCCCC2)c(C(C)C)c1.CN1CCCN2CCCN=C12.Cc1ccon1. No catalyst specified. The product is Cc1ccc(Nc2ccccn2)cc1. The yield is 0.383. (5) The reactants are Clc1ccccn1.Cc1ccc(N)cc1.O=S(=O)(O[Pd]1c2ccccc2-c2ccccc2N~1)C(F)(F)F.COc1ccc(OC)c(P([C@]23C[C@H]4C[C@H](C[C@H](C4)C2)C3)[C@]23C[C@H]4C[C@H](C[C@H](C4)C2)C3)c1-c1c(C(C)C)cc(C(C)C)cc1C(C)C.CCN=P(N=P(N(C)C)(N(C)C)N(C)C)(N(C)C)N(C)C.Cc1ccon1. No catalyst specified. The product is Cc1ccc(Nc2ccccn2)cc1. The yield is 0.805. (6) The reactants are Ic1ccccn1.Cc1ccc(N)cc1.O=S(=O)(O[Pd]1c2ccccc2-c2ccccc2N~1)C(F)(F)F.COc1ccc(OC)c(P(C(C)(C)C)C(C)(C)C)c1-c1c(C(C)C)cc(C(C)C)cc1C(C)C.CN(C)C(=NC(C)(C)C)N(C)C.CCOC(=O)c1cc(OC)no1. No catalyst specified. The product is Cc1ccc(Nc2ccccn2)cc1. The yield is 0.695. (7) The reactants are CCc1ccc(Cl)cc1.Cc1ccc(N)cc1.O=S(=O)(O[Pd]1c2ccccc2-c2ccccc2N~1)C(F)(F)F.COc1ccc(OC)c(P(C(C)(C)C)C(C)(C)C)c1-c1c(C(C)C)cc(C(C)C)cc1C(C)C.CCN=P(N=P(N(C)C)(N(C)C)N(C)C)(N(C)C)N(C)C.Cc1cc(-n2cccc2)no1. The product is CCc1ccc(Nc2ccc(C)cc2)cc1. No catalyst specified. The yield is 0.0999.